Dataset: Catalyst prediction with 721,799 reactions and 888 catalyst types from USPTO. Task: Predict which catalyst facilitates the given reaction. (1) The catalyst class is: 466. Reactant: [Br:1][C:2]1[CH:3]=[C:4]([NH:10][C:11]2[CH:12]=[C:13]3[C:18](=[CH:19][CH:20]=2)[CH2:17][NH:16][CH2:15][CH2:14]3)[C:5](=[O:9])[N:6]([CH3:8])[CH:7]=1.[O:21]1[CH2:24][C:23](=O)[CH2:22]1.[BH3-]C#N.[Na+]. Product: [Br:1][C:2]1[CH:3]=[C:4]([NH:10][C:11]2[CH:12]=[C:13]3[C:18](=[CH:19][CH:20]=2)[CH2:17][N:16]([CH:23]2[CH2:24][O:21][CH2:22]2)[CH2:15][CH2:14]3)[C:5](=[O:9])[N:6]([CH3:8])[CH:7]=1. (2) Reactant: [OH:1][C:2]1[CH:3]=[C:4]([CH:9]=[C:10]([O:12][C@H:13]2[CH2:17][CH2:16][O:15][CH2:14]2)[CH:11]=1)[C:5]([O:7][CH3:8])=[O:6].C(=O)([O-])[O-].[K+].[K+].[N:24]1([C:28]([C:30]2[CH:31]=[C:32]([Cl:37])[C:33](Cl)=[N:34][CH:35]=2)=[O:29])[CH2:27][CH2:26][CH2:25]1. Product: [N:24]1([C:28]([C:30]2[CH:31]=[C:32]([Cl:37])[C:33]([O:1][C:2]3[CH:3]=[C:4]([CH:9]=[C:10]([O:12][C@H:13]4[CH2:17][CH2:16][O:15][CH2:14]4)[CH:11]=3)[C:5]([O:7][CH3:8])=[O:6])=[N:34][CH:35]=2)=[O:29])[CH2:27][CH2:26][CH2:25]1. The catalyst class is: 566. (3) Reactant: N[C:2]1[CH:10]=[CH:9][C:5]([CH2:6][C:7]#[N:8])=[CH:4][CH:3]=1.N([O-])=O.[Na+].[CH2:15]([O:17][C:18]([S-:20])=[S:19])[CH3:16].[K+]. Product: [CH2:15]([O:17][C:18](=[S:19])[S:20][C:2]1[CH:10]=[CH:9][C:5]([CH2:6][C:7]#[N:8])=[CH:4][CH:3]=1)[CH3:16]. The catalyst class is: 126. (4) Reactant: Cl[C:2]1[C:3]2[CH:14]=[CH:13][C:12]([C:15]3[C:20]([C:21]([F:24])([F:23])[F:22])=[CH:19][CH:18]=[CH:17][N:16]=3)=[N:11][C:4]=2[N:5]=[C:6]([CH2:8][O:9][CH3:10])[N:7]=1.Cl.[NH2:26][C:27]1[CH:32]=[CH:31][C:30]([C:33]([F:36])([F:35])[F:34])=[CH:29][N:28]=1.CC1(C)C2C(=C(P(C3C=CC=CC=3)C3C=CC=CC=3)C=CC=2)OC2C(P(C3C=CC=CC=3)C3C=CC=CC=3)=CC=CC1=2.C([O-])([O-])=O.[Cs+].[Cs+]. Product: [CH3:10][O:9][CH2:8][C:6]1[N:7]=[C:2]([NH:26][C:27]2[CH:32]=[CH:31][C:30]([C:33]([F:35])([F:34])[F:36])=[CH:29][N:28]=2)[C:3]2[CH:14]=[CH:13][C:12]([C:15]3[C:20]([C:21]([F:24])([F:23])[F:22])=[CH:19][CH:18]=[CH:17][N:16]=3)=[N:11][C:4]=2[N:5]=1. The catalyst class is: 62.